From a dataset of Forward reaction prediction with 1.9M reactions from USPTO patents (1976-2016). Predict the product of the given reaction. (1) Given the reactants [Br:1][C:2]1[CH:3]=[CH:4][C:5](F)=[C:6]([CH:9]=1)[CH:7]=[O:8].[NH:11]1[CH2:15][CH2:14][CH2:13][CH2:12]1.C(=O)([O-])[O-].[K+].[K+].O, predict the reaction product. The product is: [Br:1][C:2]1[CH:3]=[CH:4][C:5]([N:11]2[CH2:15][CH2:14][CH2:13][CH2:12]2)=[C:6]([CH:9]=1)[CH:7]=[O:8]. (2) Given the reactants [CH2:1]([NH:8][CH3:9])[C:2]1[CH:7]=[CH:6][CH:5]=[CH:4][CH:3]=1.[N:10]1[O:11][N:12]=[C:13]2[CH:18]=[C:17]([C:19](Cl)=[O:20])[CH:16]=[CH:15][C:14]=12, predict the reaction product. The product is: [CH2:1]([N:8]([CH3:9])[C:19]([C:17]1[CH:16]=[CH:15][C:14]2=[N:10][O:11][N:12]=[C:13]2[CH:18]=1)=[O:20])[C:2]1[CH:7]=[CH:6][CH:5]=[CH:4][CH:3]=1.